This data is from Reaction yield outcomes from USPTO patents with 853,638 reactions. The task is: Predict the reaction yield, written as a fraction of the theoretical maximum amount of product (1.0 means a 100% yield; for example, 0.34 means a 34% yield). (1) The reactants are [CH2:1]1[C@@H:6]2[CH2:7][CH2:8][CH2:9][N:5]2[CH2:4][C@@H:3]([CH2:10][OH:11])[O:2]1.C(N(CC)CC)C.[CH3:19][S:20](Cl)(=[O:22])=[O:21]. The catalyst is ClCCl. The product is [CH3:19][S:20]([O:11][CH2:10][C@H:3]1[O:2][CH2:1][C@@H:6]2[CH2:7][CH2:8][CH2:9][N:5]2[CH2:4]1)(=[O:22])=[O:21]. The yield is 0.800. (2) The reactants are [F:1][C:2]1[CH:10]=[C:9]2[C:5]([CH2:6][CH2:7][C:8]2=[O:11])=[CH:4][C:3]=1[O:12][CH3:13].Cl.C([O:19][N:20]=O)CCC. The catalyst is CO. The product is [F:1][C:2]1[CH:10]=[C:9]2[C:5]([CH2:6][C:7](=[N:20][OH:19])[C:8]2=[O:11])=[CH:4][C:3]=1[O:12][CH3:13]. The yield is 0.700.